Dataset: Reaction yield outcomes from USPTO patents with 853,638 reactions. Task: Predict the reaction yield, written as a fraction of the theoretical maximum amount of product (1.0 means a 100% yield; for example, 0.34 means a 34% yield). (1) The reactants are [CH3:1][CH2:2][O:3][C:4]([C:6](N)=O)=O.Cl.Cl.[F:11][C:12]([F:16])([F:15])[CH2:13][NH2:14].C([O-])([O-])=O.[K+].[K+]. The catalyst is C(Cl)Cl.O. The product is [CH2:2]([O:3][C:4](=[N:14][CH2:13][C:12]([F:16])([F:15])[F:11])[CH3:6])[CH3:1]. The yield is 0.870. (2) The reactants are [NH2:1][CH:2]1[CH2:7][CH2:6][N:5]([CH2:8][CH:9]2[C:19]3=[C:20]4[C:15](=[CH:16][CH:17]=[C:18]3[F:21])[CH:14]=[CH:13][C:12](=[O:22])[N:11]4[CH2:10]2)[CH2:4][CH2:3]1.[N:23]1[C:28]2[O:29][CH2:30][CH2:31][O:32][C:27]=2[CH:26]=[C:25]([CH:33]=O)[N:24]=1.C(O[BH-](OC(=O)C)OC(=O)C)(=O)C.[Na+].C(=O)(O)[O-].[Na+]. The catalyst is ClCCl.CO. The product is [N:23]1[C:28]2[O:29][CH2:30][CH2:31][O:32][C:27]=2[CH:26]=[C:25]([CH2:33][NH:1][CH:2]2[CH2:7][CH2:6][N:5]([CH2:8][CH:9]3[C:19]4=[C:20]5[C:15](=[CH:16][CH:17]=[C:18]4[F:21])[CH:14]=[CH:13][C:12](=[O:22])[N:11]5[CH2:10]3)[CH2:4][CH2:3]2)[N:24]=1. The yield is 0.730. (3) The reactants are [H-].[Na+].[NH:3]1[C:11]2[C:6](=[CH:7][CH:8]=[CH:9][CH:10]=2)[C:5]([CH:12]=[O:13])=[CH:4]1.[CH2:14](I)[CH3:15].C(OC(=O)C)C. The catalyst is CN(C=O)C.CCCCCC. The product is [CH2:14]([N:3]1[C:11]2[C:6](=[CH:7][CH:8]=[CH:9][CH:10]=2)[C:5]([CH:12]=[O:13])=[CH:4]1)[CH3:15]. The yield is 0.860. (4) The reactants are [OH:1][CH:2]([C:13]1[CH:18]=[CH:17][N:16]=[CH:15][CH:14]=1)[C:3]1[CH:8]=[CH:7][CH:6]=[C:5]([O:9][CH3:10])[C:4]=1[O:11][CH3:12].[H][H]. The catalyst is [Rh].CO. The product is [OH:1][CH:2]([CH:13]1[CH2:14][CH2:15][NH:16][CH2:17][CH2:18]1)[C:3]1[CH:8]=[CH:7][CH:6]=[C:5]([O:9][CH3:10])[C:4]=1[O:11][CH3:12]. The yield is 0.900. (5) The catalyst is C1COCC1. The reactants are [NH2:1][CH2:2][C:3]1[C:8]([CH2:9][CH3:10])=[N:7][C:6]2[N:11]([CH2:14][CH3:15])[N:12]=[CH:13][C:5]=2[C:4]=1[NH:16][CH:17]1[CH2:22][CH2:21][O:20][CH2:19][CH2:18]1.[CH3:23]C(OC(OC(OC(C)(C)C)=O)=O)(C)C.[H-].[H-].[H-].[H-].[Li+].[Al+3]. The yield is 0.790. The product is [CH2:14]([N:11]1[C:6]2[N:7]=[C:8]([CH2:9][CH3:10])[C:3]([CH2:2][NH:1][CH3:23])=[C:4]([NH:16][CH:17]3[CH2:18][CH2:19][O:20][CH2:21][CH2:22]3)[C:5]=2[CH:13]=[N:12]1)[CH3:15]. (6) The reactants are [Cl:1][C:2]1[C:7]([N:8]2[CH2:13][CH2:12][N:11]([C:14]3[N:19]=[CH:18][CH:17]=[CH:16][N:15]=3)[CH2:10][CH2:9]2)=[CH:6][N:5]=[N:4][C:3]=1[NH:20][NH:21][C:22](=O)[CH2:23][C:24]([CH3:27])([CH3:26])[CH3:25].P(Cl)(Cl)(Cl)=O. The catalyst is C(#N)C. The product is [Cl:1][C:2]1[C:3]2[N:4]([C:22]([CH2:23][C:24]([CH3:27])([CH3:26])[CH3:25])=[N:21][N:20]=2)[N:5]=[CH:6][C:7]=1[N:8]1[CH2:13][CH2:12][N:11]([C:14]2[N:19]=[CH:18][CH:17]=[CH:16][N:15]=2)[CH2:10][CH2:9]1. The yield is 0.0410.